From a dataset of Reaction yield outcomes from USPTO patents with 853,638 reactions. Predict the reaction yield, written as a fraction of the theoretical maximum amount of product (1.0 means a 100% yield; for example, 0.34 means a 34% yield). (1) The reactants are [Cl-].O[NH3+:3].[C:4](=[O:7])([O-])[OH:5].[Na+].CS(C)=O.[CH2:13]([C:17]1[N:18]=[C:19]([CH3:47])[N:20]([C:39]2[CH:44]=[CH:43][CH:42]=[C:41]([O:45][CH3:46])[CH:40]=2)[C:21](=[O:38])[C:22]=1[CH2:23][C:24]1[CH:29]=[CH:28][C:27]([C:30]2[C:31]([C:36]#[N:37])=[CH:32][CH:33]=[CH:34][CH:35]=2)=[CH:26][CH:25]=1)[CH2:14][CH2:15][CH3:16]. The catalyst is O.C(OCC)(=O)C. The product is [CH2:13]([C:17]1[N:18]=[C:19]([CH3:47])[N:20]([C:39]2[CH:44]=[CH:43][CH:42]=[C:41]([O:45][CH3:46])[CH:40]=2)[C:21](=[O:38])[C:22]=1[CH2:23][C:24]1[CH:25]=[CH:26][C:27]([C:30]2[CH:35]=[CH:34][CH:33]=[CH:32][C:31]=2[C:36]2[NH:3][C:4](=[O:7])[O:5][N:37]=2)=[CH:28][CH:29]=1)[CH2:14][CH2:15][CH3:16]. The yield is 0.470. (2) The yield is 0.726. The catalyst is O1CCOCC1.C(OCC)(=O)C. The product is [Br:1][C:2]1[CH:3]=[C:4]([NH:5][C:13]2[N:18]=[C:17]([C:19]([F:22])([F:21])[F:20])[CH:16]=[CH:15][N:14]=2)[CH:6]=[C:7]([CH2:9][O:10][CH3:11])[CH:8]=1. The reactants are [Br:1][C:2]1[CH:3]=[C:4]([CH:6]=[C:7]([CH2:9][O:10][CH3:11])[CH:8]=1)[NH2:5].Cl[C:13]1[N:18]=[C:17]([C:19]([F:22])([F:21])[F:20])[CH:16]=[CH:15][N:14]=1.CS(O)(=O)=O. (3) The reactants are [Cl:1][C:2]1[CH:7]=[CH:6][CH:5]=[C:4]([Cl:8])[C:3]=1[C:9]([NH:11][C@H:12]([C:31]([O:33]C)=[O:32])[CH2:13][C:14]1[CH:19]=[CH:18][C:17]([CH2:20][NH:21][CH2:22][CH2:23][NH:24][C:25]2[CH:30]=[CH:29][CH:28]=[CH:27][N:26]=2)=[CH:16][CH:15]=1)=[O:10].[Li+].[OH-]. The catalyst is CC(N(C)C)=O.O. The product is [Cl:1][C:2]1[CH:7]=[CH:6][CH:5]=[C:4]([Cl:8])[C:3]=1[C:9]([NH:11][C@H:12]([C:31]([OH:33])=[O:32])[CH2:13][C:14]1[CH:19]=[CH:18][C:17]([CH2:20][NH:21][CH2:22][CH2:23][NH:24][C:25]2[CH:30]=[CH:29][CH:28]=[CH:27][N:26]=2)=[CH:16][CH:15]=1)=[O:10]. The yield is 0.260. (4) The reactants are [CH3:1][C:2]1[CH:3]=[CH:4][N:5]2[C:10]3[CH:11]=[CH:12][CH:13]=[CH:14][C:9]=3[O:8][C:7]3([CH2:19][CH2:18][NH:17][CH2:16][CH2:15]3)[C:6]=12.CCN(CC)CC.[F:27][C:28]([F:39])([F:38])[C:29](O[C:29](=[O:30])[C:28]([F:39])([F:38])[F:27])=[O:30]. The catalyst is ClCCl. The product is [F:27][C:28]([F:39])([F:38])[C:29]([N:17]1[CH2:18][CH2:19][C:7]2([C:6]3=[C:2]([CH3:1])[CH:3]=[CH:4][N:5]3[C:10]3[CH:11]=[CH:12][CH:13]=[CH:14][C:9]=3[O:8]2)[CH2:15][CH2:16]1)=[O:30]. The yield is 0.660. (5) The reactants are [CH3:1][O:2][C:3](=[O:22])[C:4]1[CH:9]=[CH:8][C:7]([N:10]2C(=O)C3C(=CC=CC=3)C2=O)=[N:6][C:5]=1[Cl:21]. The catalyst is N.CO. The product is [CH3:1][O:2][C:3](=[O:22])[C:4]1[CH:9]=[CH:8][C:7]([NH2:10])=[N:6][C:5]=1[Cl:21]. The yield is 0.900. (6) The product is [CH2:1]([N:3]1[CH:7]=[CH:6][N:5]=[C:4]1[CH:8]1[C:17]2=[N:32][NH:33][C:19](=[O:20])[C:15]3[CH:14]=[CH:13][CH:12]=[C:11]([C:16]=32)[NH:10][CH:9]1[C:24]1[CH:25]=[CH:26][C:27]([F:30])=[CH:28][CH:29]=1)[CH3:2]. The reactants are [CH2:1]([N:3]1[CH:7]=[CH:6][N:5]=[C:4]1[CH:8]1[C:17](=O)[C:16]2[C:15]([C:19](OCC)=[O:20])=[CH:14][CH:13]=[CH:12][C:11]=2[NH:10][CH:9]1[C:24]1[CH:29]=[CH:28][C:27]([F:30])=[CH:26][CH:25]=1)[CH3:2].O.[NH2:32][NH2:33]. The yield is 0.470. The catalyst is CO. (7) The reactants are [CH2:1]([O:8][C:9]1[CH:15]=[CH:14][C:12]([NH2:13])=[CH:11][CH:10]=1)[C:2]1[CH:7]=[CH:6][CH:5]=[CH:4][CH:3]=1.[C:16]([OH:24])(=[O:23])[C:17]([CH2:19][C:20](O)=[O:21])=[CH2:18]. No catalyst specified. The product is [CH2:1]([O:8][C:9]1[CH:10]=[CH:11][C:12]([N:13]2[C:20](=[O:21])[CH2:19][CH:17]([C:16]([OH:24])=[O:23])[CH2:18]2)=[CH:14][CH:15]=1)[C:2]1[CH:3]=[CH:4][CH:5]=[CH:6][CH:7]=1. The yield is 0.960. (8) The reactants are CCCCCC.C([Li])CCC.C(NC(C)C)(C)C.[C:19]([O:23][C:24]([N:26]1[CH2:31][CH2:30][NH:29][C:28](=[O:32])[CH2:27]1)=[O:25])([CH3:22])([CH3:21])[CH3:20].Cl[CH2:34][C:35]1[CH:43]=[CH:42][C:38]2[O:39][CH2:40][O:41][C:37]=2[CH:36]=1.[Cl-].[NH4+]. The catalyst is O1CCCC1. The product is [O:39]1[C:38]2[CH:42]=[CH:43][C:35]([CH2:34][CH:27]3[C:28](=[O:32])[NH:29][CH2:30][CH2:31][N:26]3[C:24]([O:23][C:19]([CH3:22])([CH3:20])[CH3:21])=[O:25])=[CH:36][C:37]=2[O:41][CH2:40]1. The yield is 0.680. (9) The reactants are [O:1]([CH2:9][CH3:10])S(C(F)(F)F)(=O)=O.[CH3:11][N:12]1[C:16](C2C=CN=C(NC3C=CC(NS(C)(=O)=O)=CC=3)N=2)=[CH:15][N:14]=[C:13]1[CH3:35].[CH2:36](Cl)Cl. No catalyst specified. The product is [CH2:11]([N:12]1[C:16]([C:9](=[O:1])[CH3:10])=[CH:15][N:14]=[C:13]1[CH3:35])[CH3:36]. The yield is 0.880.